The task is: Predict the reaction yield, written as a fraction of the theoretical maximum amount of product (1.0 means a 100% yield; for example, 0.34 means a 34% yield).. This data is from Reaction yield outcomes from USPTO patents with 853,638 reactions. The reactants are [CH3:1][O:2][C:3]1[C:21]([O:22][CH3:23])=[CH:20][C:6]2[N:7]([C:10]3[S:14][C:13]([C:15]([O:17][CH3:18])=[O:16])=[C:12]([OH:19])[CH:11]=3)[CH:8]=[N:9][C:5]=2[CH:4]=1.[Br:24][C:25]1[CH:32]=[CH:31][CH:30]=[CH:29][C:26]=1[CH2:27]Br. No catalyst specified. The product is [Br:24][C:25]1[CH:32]=[CH:31][CH:30]=[CH:29][C:26]=1[CH2:27][O:19][C:12]1[CH:11]=[C:10]([N:7]2[C:6]3[CH:20]=[C:21]([O:22][CH3:23])[C:3]([O:2][CH3:1])=[CH:4][C:5]=3[N:9]=[CH:8]2)[S:14][C:13]=1[C:15]([O:17][CH3:18])=[O:16]. The yield is 0.760.